This data is from Reaction yield outcomes from USPTO patents with 853,638 reactions. The task is: Predict the reaction yield, written as a fraction of the theoretical maximum amount of product (1.0 means a 100% yield; for example, 0.34 means a 34% yield). (1) The reactants are [C:1]([O:4][C:5]1[CH:14]=[CH:13][C:12]2[C:7](=[C:8]([NH:17][C:18]([O:20]C3C=CC=CC=3)=O)[C:9]([Cl:16])=[CH:10][C:11]=2[Cl:15])[CH:6]=1)(=[O:3])[CH3:2].[CH2:27]([C:30]1[CH:36]=[CH:35][C:33]([NH2:34])=[CH:32][CH:31]=1)[CH2:28][CH3:29].O. The catalyst is CS(C)=O. The product is [C:1]([O:4][C:5]1[CH:14]=[CH:13][C:12]2[C:7](=[C:8]([NH:17][C:18]([NH:34][C:33]3[CH:35]=[CH:36][C:30]([CH2:27][CH2:28][CH3:29])=[CH:31][CH:32]=3)=[O:20])[C:9]([Cl:16])=[CH:10][C:11]=2[Cl:15])[CH:6]=1)(=[O:3])[CH3:2]. The yield is 0.410. (2) The product is [CH3:1][O:2][C:3]1[CH:4]=[CH:5][C:6]([CH2:9][O:10][C@H:11]([C@H:13]([CH2:14][CH2:15][CH:16]([CH3:17])[CH3:18])[C@@H:19]([O:22][CH2:23][CH2:24][CH3:25])[CH2:20][OH:27])[CH3:12])=[CH:7][CH:8]=1. The reactants are [CH3:1][O:2][C:3]1[CH:8]=[CH:7][C:6]([CH2:9][O:10][C@H:11]([C@@H:13]([C@@H:19]([O:22][CH2:23][CH2:24][CH3:25])[CH:20]=C)[CH2:14][CH2:15][CH:16]([CH3:18])[CH3:17])[CH3:12])=[CH:5][CH:4]=1.C([O-])(O)=[O:27].[Na+].C1(/N=N/C2C=CC(/N=N/C3C4C(=CC=CC=4)C=CC=3O)=CC=2)C=CC=CC=1.C(=O)=O.CC(C)=O.[I-].[K+].[BH4-].[Na+]. The catalyst is C(Cl)Cl.CO. The yield is 0.800. (3) The reactants are Br[C:2]1[CH:12]=[CH:11][C:5]([C:6]([N:8]([CH3:10])[CH3:9])=[O:7])=[CH:4][C:3]=1[Cl:13].C([O-])(=O)C.[K+].[B:19]1([B:19]2[O:23][C:22]([CH3:25])([CH3:24])[C:21]([CH3:27])([CH3:26])[O:20]2)[O:23][C:22]([CH3:25])([CH3:24])[C:21]([CH3:27])([CH3:26])[O:20]1.O. The catalyst is O1CCOCC1. The product is [Cl:13][C:3]1[CH:4]=[C:5]([CH:11]=[CH:12][C:2]=1[B:19]1[O:23][C:22]([CH3:25])([CH3:24])[C:21]([CH3:27])([CH3:26])[O:20]1)[C:6]([N:8]([CH3:10])[CH3:9])=[O:7]. The yield is 0.800. (4) The reactants are [CH3:1][O:2][C:3]1[C:4]([O:12][CH2:13][CH2:14][CH3:15])=[C:5]([CH2:9][NH:10][CH3:11])[CH:6]=[CH:7][CH:8]=1.[O:16]=[C:17]1[CH2:22][O:21][C:20]2[CH:23]=[C:24](/[CH:27]=[CH:28]/[C:29]([OH:31])=O)[CH:25]=[N:26][C:19]=2[NH:18]1.ON1C2C=CC=CC=2N=N1.C(N(C(C)C)CC)(C)C.CN(C)CCCN=C=NCC. The catalyst is CN(C=O)C. The product is [CH3:1][O:2][C:3]1[C:4]([O:12][CH2:13][CH2:14][CH3:15])=[C:5]([CH:6]=[CH:7][CH:8]=1)[CH2:9][N:10]([CH3:11])[C:29](=[O:31])/[CH:28]=[CH:27]/[C:24]1[CH:25]=[N:26][C:19]2[NH:18][C:17](=[O:16])[CH2:22][O:21][C:20]=2[CH:23]=1. The yield is 0.360. (5) The reactants are [CH3:1][N:2]([CH2:11][C:12]1[CH:17]=[CH:16][N:15]=[CH:14][CH:13]=1)[C:3]1[N:8]=[CH:7][C:6]([C:9]#[N:10])=[CH:5][N:4]=1.Cl.[NH2:19][OH:20].C(N(CC)CC)C. The catalyst is C(O)C. The product is [OH:20][N:19]=[C:9]([C:6]1[CH:7]=[N:8][C:3]([N:2]([CH3:1])[CH2:11][C:12]2[CH:17]=[CH:16][N:15]=[CH:14][CH:13]=2)=[N:4][CH:5]=1)[NH2:10]. The yield is 0.630. (6) The reactants are O.[CH2:2]([NH2:6])[CH2:3][CH2:4][CH3:5].[C:7](OCC)(=[O:10])[C:8]#[CH:9].[Na+].[Cl-]. The catalyst is C(O)(=O)C. The product is [CH2:2]([NH:6][C:7](=[O:10])[C:8]#[CH:9])[CH2:3][CH2:4][CH3:5]. The yield is 0.950.